This data is from NCI-60 drug combinations with 297,098 pairs across 59 cell lines. The task is: Regression. Given two drug SMILES strings and cell line genomic features, predict the synergy score measuring deviation from expected non-interaction effect. Drug 1: CC1=C(C=C(C=C1)NC2=NC=CC(=N2)N(C)C3=CC4=NN(C(=C4C=C3)C)C)S(=O)(=O)N.Cl. Drug 2: CCC1(C2=C(COC1=O)C(=O)N3CC4=CC5=C(C=CC(=C5CN(C)C)O)N=C4C3=C2)O.Cl. Cell line: NCI-H226. Synergy scores: CSS=25.2, Synergy_ZIP=-4.69, Synergy_Bliss=-3.08, Synergy_Loewe=-1.95, Synergy_HSA=-0.575.